Dataset: Forward reaction prediction with 1.9M reactions from USPTO patents (1976-2016). Task: Predict the product of the given reaction. (1) Given the reactants [F:1][C:2]1[CH:9]=[C:8]([F:10])[CH:7]=[C:6]([F:11])[C:3]=1[CH2:4][NH2:5].C(N1C=CN=C1)([N:14]1C=CN=C1)=O.C(N(CC)CC)C.FC1C=C(OC)C=C(F)C=1CN1[C:40]2[N:41]=[CH:42][CH:43]=[CH:44][C:39]=2[S:38](=[O:46])(=[O:45])[N:37]([C:47]2[CH:52]=C[C:50]([O:53][CH3:54])=[C:49]([O:55][CH3:56])[CH:48]=2)[C:36]1=[O:57], predict the reaction product. The product is: [CH3:56][O:55][C:49]1[CH:48]=[C:47]([N:37]2[C:36](=[O:57])[N:5]([CH2:4][C:3]3[C:2]([F:1])=[CH:9][C:8]([F:10])=[CH:7][C:6]=3[F:11])[C:40]3[N:41]=[CH:42][CH:43]=[CH:44][C:39]=3[S:38]2(=[O:45])=[O:46])[CH:52]=[N:14][C:50]=1[O:53][CH3:54]. (2) Given the reactants [C:1]([O:5][C:6]([N:8]1[CH2:12][CH2:11][C:10](=[O:13])[CH2:9]1)=[O:7])([CH3:4])([CH3:3])[CH3:2].[CH2:14]([O:16][C:17](=[O:26])[CH2:18][N:19]1[CH:23]=[C:22]([CH:24]=O)[CH:21]=[N:20]1)[CH3:15].N1CCCC1, predict the reaction product. The product is: [C:1]([O:5][C:6]([N:8]1[CH2:12]/[C:11](=[CH:24]\[C:22]2[CH:21]=[N:20][N:19]([CH2:18][C:17]([O:16][CH2:14][CH3:15])=[O:26])[CH:23]=2)/[C:10](=[O:13])[CH2:9]1)=[O:7])([CH3:4])([CH3:2])[CH3:3]. (3) Given the reactants [Br:1][C:2]1[C:15]([F:16])=[CH:14][C:13]2[CH:12]3[CH2:17][CH:10]([CH2:11]3)[N:9]3[C:5](=[N:6][C:7]([C:20]([NH2:22])=[O:21])=[C:8]3[CH:18]=O)[C:4]=2[CH:3]=1.[NH:23]1[CH2:28][CH2:27][O:26][CH2:25][CH2:24]1, predict the reaction product. The product is: [Br:1][C:2]1[C:15]([F:16])=[CH:14][C:13]2[CH:12]3[CH2:17][CH:10]([CH2:11]3)[N:9]3[C:5](=[N:6][C:7]([C:20]([NH2:22])=[O:21])=[C:8]3[CH2:18][N:23]3[CH2:28][CH2:27][O:26][CH2:25][CH2:24]3)[C:4]=2[CH:3]=1. (4) Given the reactants [O:1]1[C:5]2[CH:6]=[CH:7][C:8]([C:10]([NH:12][NH2:13])=[O:11])=[CH:9][C:4]=2[CH2:3][CH2:2]1.[F:14][C:15]1[CH:16]=[C:17]([CH:22]=[CH:23][CH:24]=1)[CH2:18][N:19]=[C:20]=[O:21], predict the reaction product. The product is: [O:1]1[C:5]2[CH:6]=[CH:7][C:8]([C:10]([NH:12][NH:13][C:20]([NH:19][CH2:18][C:17]3[CH:22]=[CH:23][CH:24]=[C:15]([F:14])[CH:16]=3)=[O:21])=[O:11])=[CH:9][C:4]=2[CH2:3][CH2:2]1. (5) Given the reactants C([N:8]1[CH2:14][CH2:13][CH2:12][N:11](CC2C=CC=CC=2)[CH2:10][CH:9]1[CH2:22][OH:23])C1C=CC=CC=1, predict the reaction product. The product is: [NH:8]1[CH2:14][CH2:13][CH2:12][NH:11][CH2:10][CH:9]1[CH2:22][OH:23]. (6) Given the reactants [C:1]([O:5][C@@H:6]([C:12]1[C:27]([CH3:28])=[CH:26][C:15]2[N:16]=[C:17]([C:19]3[CH:24]=[CH:23][N:22]=[C:21](Cl)[CH:20]=3)[S:18][C:14]=2[C:13]=1[C:29]1[CH:34]=[CH:33][C:32]([Cl:35])=[CH:31][CH:30]=1)[C:7]([O:9][CH2:10][CH3:11])=[O:8])([CH3:4])([CH3:3])[CH3:2].[CH3:36][N:37]1[C:45]2[C:40](=[CH:41][CH:42]=[CH:43][CH:44]=2)[C:39]([Sn](C)(C)C)=[N:38]1, predict the reaction product. The product is: [C:1]([O:5][C@@H:6]([C:12]1[C:27]([CH3:28])=[CH:26][C:15]2[N:16]=[C:17]([C:19]3[CH:24]=[CH:23][N:22]=[C:21]([C:39]4[C:40]5[C:45](=[CH:44][CH:43]=[CH:42][CH:41]=5)[N:37]([CH3:36])[N:38]=4)[CH:20]=3)[S:18][C:14]=2[C:13]=1[C:29]1[CH:34]=[CH:33][C:32]([Cl:35])=[CH:31][CH:30]=1)[C:7]([O:9][CH2:10][CH3:11])=[O:8])([CH3:3])([CH3:2])[CH3:4]. (7) Given the reactants Br[CH:2]=[C:3]([C:5]1[CH:10]=[CH:9][N:8]=[CH:7][N:6]=1)[CH3:4].[O-]P([O-])([O-])=O.[K+].[K+].[K+].N1CCC[C@H]1C(O)=O.[CH3:27][N:28]1[CH2:41][CH2:40][C:39]2[C:38]3[CH:37]=[C:36]([CH3:42])[CH:35]=[CH:34][C:33]=3[NH:32][C:31]=2[CH2:30][CH2:29]1, predict the reaction product. The product is: [CH3:27][N:28]1[CH2:41][CH2:40][C:39]2[C:38]3[CH:37]=[C:36]([CH3:42])[CH:35]=[CH:34][C:33]=3[N:32](/[CH:2]=[C:3](/[C:5]3[CH:10]=[CH:9][N:8]=[CH:7][N:6]=3)\[CH3:4])[C:31]=2[CH2:30][CH2:29]1. (8) Given the reactants Br[C:2]1[CH:3]=[CH:4][C:5](=[O:9])[N:6]([CH3:8])[CH:7]=1.[CH2:10](C([Sn])=C(CCCC)CCCC)[CH2:11]CC, predict the reaction product. The product is: [CH3:8][N:6]1[CH:7]=[C:2]([CH:10]=[CH2:11])[CH:3]=[CH:4][C:5]1=[O:9]. (9) Given the reactants [F:1][C:2]1[C:3]([O:17][CH3:18])=[CH:4][CH:5]=[C:6]2[C:10]=1[C:9]([CH:12](C#N)[C:13]#N)([CH3:11])[CH2:8][CH2:7]2.[OH-:19].[K+].Cl.[OH2:22], predict the reaction product. The product is: [F:1][C:2]1[C:3]([O:17][CH3:18])=[CH:4][CH:5]=[C:6]2[C:10]=1[C:9]([CH2:12][C:13]([OH:22])=[O:19])([CH3:11])[CH2:8][CH2:7]2.